This data is from Catalyst prediction with 721,799 reactions and 888 catalyst types from USPTO. The task is: Predict which catalyst facilitates the given reaction. (1) Reactant: [C:1]([C:5]1[CH:23]=[CH:22][C:8]2[CH2:9][CH:10]([CH3:21])[NH:11][N:12]=[C:13]([C:14]3[CH:19]=[CH:18][C:17]([Cl:20])=[CH:16][CH:15]=3)[C:7]=2[CH:6]=1)([CH3:4])([CH3:3])[CH3:2].[C:24](OC(=O)C)(=[O:26])[CH3:25].C(=O)(O)[O-].[Na+]. Product: [C:1]([C:5]1[CH:23]=[CH:22][C:8]2[CH2:9][CH:10]([CH3:21])[N:11]([C:24](=[O:26])[CH3:25])[N:12]=[C:13]([C:14]3[CH:15]=[CH:16][C:17]([Cl:20])=[CH:18][CH:19]=3)[C:7]=2[CH:6]=1)([CH3:2])([CH3:4])[CH3:3]. The catalyst class is: 4. (2) Reactant: [CH3:1][C:2]1[CH:7]=[CH:6][C:5]([S:8]([O:11][C:12]2[CH:16]=[C:15]([CH:17]3[CH2:22][CH2:21][N:20](C(OC(C)(C)C)=O)[CH2:19][CH2:18]3)[O:14][N:13]=2)(=[O:10])=[O:9])=[CH:4][CH:3]=1.[ClH:30]. Product: [ClH:30].[CH3:1][C:2]1[CH:7]=[CH:6][C:5]([S:8]([O:11][C:12]2[CH:16]=[C:15]([CH:17]3[CH2:22][CH2:21][NH:20][CH2:19][CH2:18]3)[O:14][N:13]=2)(=[O:10])=[O:9])=[CH:4][CH:3]=1. The catalyst class is: 12. (3) Reactant: Br[C:2]1[CH:7]=[CH:6][C:5]([Br:8])=[CH:4][N:3]=1.[C-:9]#[N:10].[C-]#N.[Na+].O. The catalyst class is: 9. Product: [C:9]([C:2]1[CH:7]=[CH:6][C:5]([Br:8])=[CH:4][N:3]=1)#[N:10]. (4) The catalyst class is: 72. Reactant: Cl.[NH2:2][OH:3].C([O-])(=O)C.[Na+].[CH3:9][C:10]1([CH3:19])[C:16](=O)[C:14]2([CH3:18])[CH2:15][CH:11]1[CH2:12][CH2:13]2. Product: [CH3:18][C@@:14]12[CH2:15][CH:11]([CH2:12][CH2:13]1)[C:10]([CH3:19])([CH3:9])[C:16]2=[N:2][OH:3]. (5) Reactant: [OH-].[Na+].[C:3]([O:7][C:8]([NH:10][C@@H:11]([CH2:16][C:17]1[CH:22]=[CH:21][CH:20]=[CH:19][CH:18]=1)[C@@H:12]([OH:15])[CH2:13]Cl)=[O:9])([CH3:6])([CH3:5])[CH3:4]. Product: [C:3]([O:7][C:8]([NH:10][C@@H:11]([CH2:16][C:17]1[CH:22]=[CH:21][CH:20]=[CH:19][CH:18]=1)[C@H:12]1[O:15][CH2:13]1)=[O:9])([CH3:6])([CH3:5])[CH3:4]. The catalyst class is: 41. (6) Reactant: [F:1][C:2]1[CH:10]=[C:9]2[C:5]([CH2:6][C:7](=[O:11])[NH:8]2)=[CH:4][CH:3]=1.[Li+].C[Si]([N-][Si](C)(C)C)(C)C.C1COCC1.[Br:27][C:28]1[CH2:32][O:31][C:30](=O)[CH:29]=1. Product: [Br:27][C:28]1[CH2:32][O:31][C:30](=[C:6]2[C:5]3[C:9](=[CH:10][C:2]([F:1])=[CH:3][CH:4]=3)[NH:8][C:7]2=[O:11])[CH:29]=1. The catalyst class is: 1. (7) Reactant: [Cl:1][C:2]1[CH:7]=[C:6]([N+:8]([O-])=O)[CH:5]=[C:4]([Cl:11])[C:3]=1[C:12]#[C:13][C:14]([CH3:17])([CH3:16])[CH3:15].[Cl-].[NH4+]. Product: [Cl:1][C:2]1[CH:7]=[C:6]([CH:5]=[C:4]([Cl:11])[C:3]=1[C:12]#[C:13][C:14]([CH3:16])([CH3:15])[CH3:17])[NH2:8]. The catalyst class is: 406. (8) Reactant: [CH3:1][O:2][C:3]1[C:4]([O:27][CH2:28][CH2:29][CH2:30][O:31][CH3:32])=[CH:5][C:6]2[CH2:15][CH:14]([C:16]3([CH3:19])[CH2:18][CH2:17]3)[N:13]3[CH:8]([CH2:9][C:10](=[O:25])[C:11]([C:20]([O:22][CH2:23][CH3:24])=[O:21])=[CH:12]3)[C:7]=2[CH:26]=1.C1(Cl)C(=O)C(Cl)=C(Cl)C(=O)C=1Cl. Product: [CH3:1][O:2][C:3]1[C:4]([O:27][CH2:28][CH2:29][CH2:30][O:31][CH3:32])=[CH:5][C:6]2[CH2:15][CH:14]([C:16]3([CH3:19])[CH2:18][CH2:17]3)[N:13]3[C:8](=[CH:9][C:10](=[O:25])[C:11]([C:20]([O:22][CH2:23][CH3:24])=[O:21])=[CH:12]3)[C:7]=2[CH:26]=1. The catalyst class is: 57. (9) Reactant: [Br:1][C:2]1[CH:7]=[CH:6][C:5]([C:8](=O)[CH2:9][CH2:10][C:11]([C:13]2[CH:18]=[CH:17][C:16]([Br:19])=[CH:15][CH:14]=2)=O)=[CH:4][CH:3]=1.[C:21]([C:25]1[CH:31]=[CH:30][C:28]([NH2:29])=[CH:27][CH:26]=1)([CH3:24])([CH3:23])[CH3:22].C(O)(C(F)(F)F)=O.O. Product: [Br:1][C:2]1[CH:7]=[CH:6][C:5]([C:8]2[N:29]([C:28]3[CH:30]=[CH:31][C:25]([C:21]([CH3:24])([CH3:23])[CH3:22])=[CH:26][CH:27]=3)[C:11]([C:13]3[CH:18]=[CH:17][C:16]([Br:19])=[CH:15][CH:14]=3)=[CH:10][CH:9]=2)=[CH:4][CH:3]=1. The catalyst class is: 715. (10) Reactant: [N:1]1[CH:6]=[CH:5][C:4]([C:7]([OH:9])=O)=[CH:3][CH:2]=1.C(N1C=CN=C1)(N1C=CN=C1)=O.C(=O)=O.Cl.[CH3:26][NH:27][O:28][CH3:29]. Product: [CH3:26][N:27]([O:28][CH3:29])[C:7](=[O:9])[C:4]1[CH:5]=[CH:6][N:1]=[CH:2][CH:3]=1. The catalyst class is: 2.